Binary Classification. Given a drug SMILES string, predict its activity (active/inactive) in a high-throughput screening assay against a specified biological target. From a dataset of Serine/threonine kinase 33 screen with 319,792 compounds. (1) The compound is Clc1ccc(S(=O)(=O)/C=C2/SCC(=O)N2)cc1. The result is 0 (inactive). (2) The compound is Brc1ccc(CNCC2OCCC2)cc1. The result is 0 (inactive). (3) The molecule is n1c(/C=C(\c2ccccc2)c2ccccc2)cccc1. The result is 0 (inactive). (4) The drug is O(c1c(OC)ccc(c1)C(O\N=C(/N)c1cc(ccc1)C)=O)C. The result is 0 (inactive). (5) The molecule is n12nc(c(c2nc2c(CCC2)c1NC(C)C)c1ccccc1)C. The result is 0 (inactive). (6) The drug is S(=O)(=O)(N(Cc1ccccc1)CC(=O)Nc1c(SC)cccc1)C. The result is 0 (inactive). (7) The drug is O=C(Nc1c2c([nH]c1C(OC)=O)cccc2)CNC1CCCCC1. The result is 0 (inactive). (8) The drug is Brc1ccc(n2c(n[nH]c2=S)CNC(=O)c2ccc(S(=O)(=O)N3CCCC3)cc2)cc1. The result is 0 (inactive). (9) The result is 0 (inactive). The compound is S=C1N\C(=C/C=C\c2ccc(OC)cc2)C(=O)N1. (10) The drug is Brc1ccc(CC(=O)NCCCOCC)cc1. The result is 0 (inactive).